From a dataset of Full USPTO retrosynthesis dataset with 1.9M reactions from patents (1976-2016). Predict the reactants needed to synthesize the given product. (1) Given the product [NH2:1][C:2]1[C:7]2=[C:8]([C:14]3[S:15][C:16]4[C:22]([O:23][CH3:24])=[CH:21][C:20]([CH3:25])=[CH:19][C:17]=4[CH:18]=3)[C:9]([C:11]([NH2:27])=[O:12])=[CH:10][N:6]2[N:5]=[CH:4][N:3]=1, predict the reactants needed to synthesize it. The reactants are: [NH2:1][C:2]1[C:7]2=[C:8]([C:14]3[S:15][C:16]4[C:22]([O:23][CH3:24])=[CH:21][C:20]([CH3:25])=[CH:19][C:17]=4[CH:18]=3)[C:9]([C:11](O)=[O:12])=[CH:10][N:6]2[N:5]=[CH:4][N:3]=1.C[N:27](C(ON1N=NC2C=CC=CC1=2)=[N+](C)C)C.[B-](F)(F)(F)F.CCN(C(C)C)C(C)C.N.CO. (2) Given the product [CH3:34][C:7]1[NH:8][C:9](=[O:33])[C:10]([C:12]2[N:13]=[C:14]([C:17]3[CH:22]=[CH:21][N:20]=[C:19]([NH2:23])[CH:18]=3)[S:15][CH:16]=2)=[CH:11][C:6]=1[C:4]([O:3][CH2:1][CH3:2])=[O:5], predict the reactants needed to synthesize it. The reactants are: [CH2:1]([O:3][C:4]([C:6]1[CH:11]=[C:10]([C:12]2[N:13]=[C:14]([C:17]3[CH:22]=[CH:21][N:20]=[C:19]([NH:23]CC4C=CC(OC)=CC=4)[CH:18]=3)[S:15][CH:16]=2)[C:9](=[O:33])[NH:8][C:7]=1[CH3:34])=[O:5])[CH3:2].C(O)(C(F)(F)F)=O. (3) Given the product [Cl:21][C:19]1[CH:18]=[CH:17][C:5]2[N:6]([C:7]3[N:12]=[C:11]([O:13][CH3:14])[N:10]=[C:9]([O:15][CH3:16])[N:8]=3)[C:22]([CH3:23])=[N:1][C:4]=2[CH:20]=1, predict the reactants needed to synthesize it. The reactants are: [N+:1]([C:4]1[CH:20]=[C:19]([Cl:21])[CH:18]=[CH:17][C:5]=1[NH:6][C:7]1[N:12]=[C:11]([O:13][CH3:14])[N:10]=[C:9]([O:15][CH3:16])[N:8]=1)([O-])=O.[C:22](O)(=O)[CH3:23]. (4) Given the product [Cl:1][C:2]1[CH:10]=[CH:9][C:8]([C:11]2[C:12]([C@@H:17]([NH:27][C:28](=[O:33])[C:29]([F:32])([F:30])[F:31])[CH2:18][C:19]3[CH:24]=[C:23]([F:25])[CH:22]=[C:21]([F:26])[CH:20]=3)=[N+:13]([O-:48])[CH:14]=[CH:15][CH:16]=2)=[C:7]2[C:3]=1[C:4]([NH:35][S:36]([CH3:39])(=[O:37])=[O:38])=[N:5][N:6]2[CH3:34], predict the reactants needed to synthesize it. The reactants are: [Cl:1][C:2]1[CH:10]=[CH:9][C:8]([C:11]2[C:12]([C@@H:17]([NH:27][C:28](=[O:33])[C:29]([F:32])([F:31])[F:30])[CH2:18][C:19]3[CH:24]=[C:23]([F:25])[CH:22]=[C:21]([F:26])[CH:20]=3)=[N:13][CH:14]=[CH:15][CH:16]=2)=[C:7]2[C:3]=1[C:4]([NH:35][S:36]([CH3:39])(=[O:38])=[O:37])=[N:5][N:6]2[CH3:34].C1C=C(Cl)C=C(C(OO)=[O:48])C=1. (5) Given the product [CH3:29][O:28][C:21]1[C:22]2[C:27](=[CH:26][CH:25]=[CH:24][CH:23]=2)[N:19]([C:17]2[CH:16]=[CH:15][N:14]=[C:13]([NH:1][C@H:2]3[CH2:7][CH2:6][C@H:5]([OH:8])[CH2:4][CH2:3]3)[N:18]=2)[N:20]=1, predict the reactants needed to synthesize it. The reactants are: [NH2:1][C@H:2]1[CH2:7][CH2:6][C@H:5]([OH:8])[CH2:4][CH2:3]1.CS([C:13]1[N:18]=[C:17]([N:19]2[C:27]3[C:22](=[CH:23][CH:24]=[CH:25][CH:26]=3)[C:21]([O:28][CH3:29])=[N:20]2)[CH:16]=[CH:15][N:14]=1)(=O)=O. (6) Given the product [O:1]1[C:5]2[CH:6]=[CH:7][CH:8]=[CH:9][C:4]=2[C:3]([CH2:10][C:11]([N:26]2[CH2:27][CH2:28][N:23]([C:18]3[CH:19]=[CH:20][CH:21]=[C:22]4[C:17]=3[CH:16]=[CH:15][NH:14]4)[CH2:24][CH2:25]2)=[O:13])=[CH:2]1, predict the reactants needed to synthesize it. The reactants are: [O:1]1[C:5]2[CH:6]=[CH:7][CH:8]=[CH:9][C:4]=2[C:3]([CH2:10][C:11]([OH:13])=O)=[CH:2]1.[NH:14]1[C:22]2[C:17](=[C:18]([N:23]3[CH2:28][CH2:27][NH:26][CH2:25][CH2:24]3)[CH:19]=[CH:20][CH:21]=2)[CH:16]=[CH:15]1.O1CCCC1. (7) Given the product [OH:23][CH2:20][C:21]#[C:22][C:7]1[CH:16]=[C:15]2[C:10]([CH:11]=[CH:12][C:13](=[O:17])[O:14]2)=[CH:9][CH:8]=1, predict the reactants needed to synthesize it. The reactants are: FC(F)(F)S(O[C:7]1[CH:16]=[C:15]2[C:10]([CH:11]=[CH:12][C:13](=[O:17])[O:14]2)=[CH:9][CH:8]=1)(=O)=O.[CH2:20]([OH:23])[C:21]#[CH:22].C(N(CC)CC)C.